Dataset: Forward reaction prediction with 1.9M reactions from USPTO patents (1976-2016). Task: Predict the product of the given reaction. Given the reactants Cl[C:2]1[N:7]=[N:6][C:5]([C:8]([O:10][CH3:11])=[O:9])=[CH:4][CH:3]=1.Cl.[F:13][C:14]([F:27])([F:26])[C:15]1[CH:25]=[CH:24][CH:23]=[CH:22][C:16]=1[O:17][CH:18]1[CH2:21][NH:20][CH2:19]1.C(=O)([O-])[O-].[K+].[K+], predict the reaction product. The product is: [F:27][C:14]([F:13])([F:26])[C:15]1[CH:25]=[CH:24][CH:23]=[CH:22][C:16]=1[O:17][CH:18]1[CH2:21][N:20]([C:2]2[N:7]=[N:6][C:5]([C:8]([O:10][CH3:11])=[O:9])=[CH:4][CH:3]=2)[CH2:19]1.